Dataset: Catalyst prediction with 721,799 reactions and 888 catalyst types from USPTO. Task: Predict which catalyst facilitates the given reaction. (1) Reactant: C([O:5][C:6](=[O:46])[CH2:7][O:8][C:9]1[CH:14]=[CH:13][C:12]([N:15]([CH2:37][C:38]2[CH:43]=[CH:42][CH:41]=[C:40]([C:44]#[N:45])[CH:39]=2)[CH:16]2[CH2:21][CH2:20][N:19]([CH:22]([CH3:36])[CH2:23][CH2:24][NH:25][C:26](=[O:35])[C:27]3[C:32]([CH3:33])=[CH:31][CH:30]=[CH:29][C:28]=3[CH3:34])[CH2:18][CH2:17]2)=[CH:11][CH:10]=1)(C)(C)C.C1(OC)C=CC=CC=1.C(O)(C(F)(F)F)=O. The catalyst class is: 2. Product: [C:44]([C:40]1[CH:39]=[C:38]([CH:43]=[CH:42][CH:41]=1)[CH2:37][N:15]([CH:16]1[CH2:21][CH2:20][N:19]([CH:22]([CH3:36])[CH2:23][CH2:24][NH:25][C:26](=[O:35])[C:27]2[C:28]([CH3:34])=[CH:29][CH:30]=[CH:31][C:32]=2[CH3:33])[CH2:18][CH2:17]1)[C:12]1[CH:13]=[CH:14][C:9]([O:8][CH2:7][C:6]([OH:46])=[O:5])=[CH:10][CH:11]=1)#[N:45]. (2) Reactant: [CH2:1]([N:8]([CH2:15][C:16]#[C:17][C:18]1[CH:19]=[C:20]2[C:33](=[CH:34][CH:35]=1)[CH2:32][C:22]1([C:30]3[C:25](=[N:26][CH:27]=[CH:28][CH:29]=3)[NH:24][C:23]1=[O:31])[CH2:21]2)[C:9](=[O:14])[C:10]([CH3:13])([CH3:12])[CH3:11])[C:2]1[CH:7]=[CH:6][CH:5]=[CH:4][CH:3]=1.[H][H]. Product: [CH2:1]([N:8]([CH2:15][CH2:16][CH2:17][C:18]1[CH:19]=[C:20]2[C:33](=[CH:34][CH:35]=1)[CH2:32][C:22]1([C:30]3[C:25](=[N:26][CH:27]=[CH:28][CH:29]=3)[NH:24][C:23]1=[O:31])[CH2:21]2)[C:9](=[O:14])[C:10]([CH3:12])([CH3:13])[CH3:11])[C:2]1[CH:7]=[CH:6][CH:5]=[CH:4][CH:3]=1. The catalyst class is: 19. (3) Reactant: [CH2:1]([CH:3]([CH2:20][CH3:21])[CH2:4][CH:5]1[CH2:8][CH:7]([C:9]([O:11]CC)=[O:10])[CH:6]1N1CCCCC1)[CH3:2].C1(C)C=CC(S(OC)(=O)=O)=CC=1. Product: [CH2:20]([CH:3]([CH2:1][CH3:2])[CH2:4][CH:5]1[CH2:8][C:7]([C:9]([OH:11])=[O:10])=[CH:6]1)[CH3:21]. The catalyst class is: 6. (4) Reactant: [CH3:1][O:2][C:3]1[CH:4]=[C:5]([C:11]2[O:12][C:13]3[C:18]([C:19](=[O:23])[C:20]=2[O:21][CH3:22])=[C:17]([O:24][CH3:25])[C:16](I)=[C:15]([O:27][CH3:28])[CH:14]=3)[CH:6]=[CH:7][C:8]=1[O:9][CH3:10].N1CCCCC1.[CH2:35]([O:47][CH2:48][C:49]1[CH:54]=[CH:53][CH:52]=[CH:51][CH:50]=1)[CH2:36][CH2:37][CH2:38][CH2:39][CH2:40][CH2:41][CH2:42][CH2:43][CH2:44][C:45]#[CH:46]. Product: [CH2:48]([O:47][CH2:35][CH2:36][CH2:37][CH2:38][CH2:39][CH2:40][CH2:41][CH2:42][CH2:43][CH2:44][C:45]#[C:46][C:16]1[C:17]([O:24][CH3:25])=[C:18]2[C:13](=[CH:14][C:15]=1[O:27][CH3:28])[O:12][C:11]([C:5]1[CH:6]=[CH:7][C:8]([O:9][CH3:10])=[C:3]([O:2][CH3:1])[CH:4]=1)=[C:20]([O:21][CH3:22])[C:19]2=[O:23])[C:49]1[CH:54]=[CH:53][CH:52]=[CH:51][CH:50]=1. The catalyst class is: 538.